Task: Predict the product of the given reaction.. Dataset: Forward reaction prediction with 1.9M reactions from USPTO patents (1976-2016) (1) The product is: [CH:29]([O:32][C:33]1[CH:41]=[CH:40][C:36]([C:37]([NH:16][NH:15][C:13](=[O:14])[C:12]2[CH:17]=[C:18]([CH3:19])[C:9]([O:8][CH2:1][C:2]3[CH:3]=[CH:4][CH:5]=[CH:6][CH:7]=3)=[C:10]([CH2:20][CH3:21])[CH:11]=2)=[O:38])=[CH:35][C:34]=1[CH3:42])([CH3:31])[CH3:30]. Given the reactants [CH2:1]([O:8][C:9]1[C:18]([CH3:19])=[CH:17][C:12]([C:13]([NH:15][NH2:16])=[O:14])=[CH:11][C:10]=1[CH2:20][CH3:21])[C:2]1[CH:7]=[CH:6][CH:5]=[CH:4][CH:3]=1.C(N(CC)CC)C.[CH:29]([O:32][C:33]1[CH:41]=[CH:40][C:36]([C:37](Cl)=[O:38])=[CH:35][C:34]=1[CH3:42])([CH3:31])[CH3:30], predict the reaction product. (2) Given the reactants [OH:1][CH:2]([CH2:8][CH2:9][C:10]1[CH:15]=[CH:14][C:13]([O:16][CH3:17])=[C:12]([O:18][CH3:19])[C:11]=1[O:20][CH3:21])[CH2:3][C:4]([O:6][CH3:7])=[O:5].[Si:22](Cl)([C:35]([CH3:38])([CH3:37])[CH3:36])([C:29]1[CH:34]=[CH:33][CH:32]=[CH:31][CH:30]=1)[C:23]1[CH:28]=[CH:27][CH:26]=[CH:25][CH:24]=1.N1C=CN=C1, predict the reaction product. The product is: [Si:22]([O:1][CH:2]([CH2:8][CH2:9][C:10]1[CH:15]=[CH:14][C:13]([O:16][CH3:17])=[C:12]([O:18][CH3:19])[C:11]=1[O:20][CH3:21])[CH2:3][C:4]([O:6][CH3:7])=[O:5])([C:35]([CH3:38])([CH3:37])[CH3:36])([C:29]1[CH:30]=[CH:31][CH:32]=[CH:33][CH:34]=1)[C:23]1[CH:28]=[CH:27][CH:26]=[CH:25][CH:24]=1. (3) The product is: [CH2:1]([O:3][C:4]([C:6]1[C:7]([Cl:16])=[C:8]([C:11]2[S:12][CH:13]=[CH:14][CH:15]=2)[N:9]([CH2:24][C:25]([N:27]2[CH2:28][CH2:29][N:30]([C:33]3[CH:38]=[CH:37][C:36]([F:39])=[CH:35][CH:34]=3)[CH2:31][CH2:32]2)=[O:26])[N:10]=1)=[O:5])[CH3:2]. Given the reactants [CH2:1]([O:3][C:4]([C:6]1[C:7]([Cl:16])=[C:8]([C:11]2[S:12][CH:13]=[CH:14][CH:15]=2)[NH:9][N:10]=1)=[O:5])[CH3:2].C([O-])([O-])=O.[K+].[K+].Cl[CH2:24][C:25]([N:27]1[CH2:32][CH2:31][N:30]([C:33]2[CH:38]=[CH:37][C:36]([F:39])=[CH:35][CH:34]=2)[CH2:29][CH2:28]1)=[O:26].CN(C=O)C, predict the reaction product. (4) Given the reactants [CH3:1][O:2][C:3]1[CH:4]=[C:5](/[CH:13]=[CH:14]/[C:15]([O:17][CH2:18][CH3:19])=[O:16])[CH:6]=[C:7]([O:11][CH3:12])[C:8]=1[O:9][CH3:10], predict the reaction product. The product is: [CH3:12][O:11][C:7]1[CH:6]=[C:5]([CH2:13][CH2:14][C:15]([O:17][CH2:18][CH3:19])=[O:16])[CH:4]=[C:3]([O:2][CH3:1])[C:8]=1[O:9][CH3:10]. (5) The product is: [Cl:1][C:2]1[CH:3]=[N:4][N:5]([C:8]2[CH:13]=[CH:12][C:11]([N+:14]([O-:16])=[O:15])=[CH:10][CH:9]=2)[CH:6]=1. Given the reactants [Cl:1][C:2]1[CH:3]=[N:4][NH:5][CH:6]=1.F[C:8]1[CH:13]=[CH:12][C:11]([N+:14]([O-:16])=[O:15])=[CH:10][CH:9]=1.C(=O)([O-])[O-].[Cs+].[Cs+], predict the reaction product. (6) Given the reactants [CH3:1][N:2]1[CH2:10][C:9]2[C:4](=[C:5]([N+:21]([O-])=O)[CH:6]=[CH:7][C:8]=2[N:11]2[CH2:16][CH2:15][CH:14]([C:17]([O:19][CH3:20])=[O:18])[CH2:13][CH2:12]2)[C:3]1=[O:24].[H][H], predict the reaction product. The product is: [NH2:21][C:5]1[CH:6]=[CH:7][C:8]([N:11]2[CH2:12][CH2:13][CH:14]([C:17]([O:19][CH3:20])=[O:18])[CH2:15][CH2:16]2)=[C:9]2[C:4]=1[C:3](=[O:24])[N:2]([CH3:1])[CH2:10]2. (7) Given the reactants F[C:2]1[CH:7]=[CH:6][N:5]2[C:8]([C:11]([NH:13][C:14]3[CH:22]=[CH:21][CH:20]=[C:19]4[C:15]=3[C:16]([CH3:33])=[N:17][N:18]4[CH2:23][C:24]3[CH:29]=[CH:28][CH:27]=[C:26]([CH:30]([CH3:32])[CH3:31])[N:25]=3)=[O:12])=[CH:9][N:10]=[C:4]2[CH:3]=1.O1[CH2:39][CH2:38][N:37]([CH2:40][CH2:41][OH:42])[CH2:36][CH2:35]1, predict the reaction product. The product is: [CH:30]1([C:26]2[N:25]=[C:24]([CH2:23][N:18]3[C:19]4[C:15](=[C:14]([NH:13][C:11]([C:8]5[N:5]6[CH:6]=[CH:7][C:2]([O:42][CH2:41][CH2:40][N:37]7[CH2:36][CH2:35][N:5]([CH:8]([CH3:11])[CH3:9])[CH2:39][CH2:38]7)=[CH:3][C:4]6=[N:10][CH:9]=5)=[O:12])[CH:22]=[CH:21][CH:20]=4)[C:16]([CH3:33])=[N:17]3)[CH:29]=[CH:28][CH:27]=2)[CH2:31][CH2:32]1.